From a dataset of Reaction yield outcomes from USPTO patents with 853,638 reactions. Predict the reaction yield, written as a fraction of the theoretical maximum amount of product (1.0 means a 100% yield; for example, 0.34 means a 34% yield). The reactants are [C:1]([O:5][C:6]([NH:8][C@@H:9]([C:20]([OH:22])=[O:21])[CH2:10][CH2:11][O:12][Si:13]([C:16]([CH3:19])([CH3:18])[CH3:17])([CH3:15])[CH3:14])=[O:7])([CH3:4])([CH3:3])[CH3:2].[CH:23]1(O)[CH2:27][CH2:26][CH2:25][CH2:24]1.C(Cl)CCl. The catalyst is C(Cl)Cl.CN(C1C=CN=CC=1)C.C(OCC)(=O)C. The product is [C:1]([O:5][C:6]([NH:8][C@@H:9]([C:20]([O:22][CH:23]1[CH2:27][CH2:26][CH2:25][CH2:24]1)=[O:21])[CH2:10][CH2:11][O:12][Si:13]([C:16]([CH3:19])([CH3:18])[CH3:17])([CH3:15])[CH3:14])=[O:7])([CH3:4])([CH3:2])[CH3:3]. The yield is 0.730.